This data is from Peptide-MHC class II binding affinity with 134,281 pairs from IEDB. The task is: Regression. Given a peptide amino acid sequence and an MHC pseudo amino acid sequence, predict their binding affinity value. This is MHC class II binding data. (1) The peptide sequence is GKNERELATLHHLNP. The MHC is DRB1_0901 with pseudo-sequence DRB1_0901. The binding affinity (normalized) is 0.204. (2) The peptide sequence is YYSEPTSENNAHHVC. The MHC is HLA-DQA10201-DQB10402 with pseudo-sequence HLA-DQA10201-DQB10402. The binding affinity (normalized) is 0.225.